Dataset: Peptide-MHC class II binding affinity with 134,281 pairs from IEDB. Task: Regression. Given a peptide amino acid sequence and an MHC pseudo amino acid sequence, predict their binding affinity value. This is MHC class II binding data. The peptide sequence is EPFLKTTPRPLRLPD. The MHC is DRB1_0802 with pseudo-sequence DRB1_0802. The binding affinity (normalized) is 0.560.